Dataset: Full USPTO retrosynthesis dataset with 1.9M reactions from patents (1976-2016). Task: Predict the reactants needed to synthesize the given product. (1) Given the product [ClH:1].[ClH:1].[CH3:6][O:7][C:8]1[CH:9]=[C:10]([CH:11]=[CH:12][C:13]=1[O:23][CH3:20])[CH2:18][CH2:17][N:19]1[CH2:15][CH2:14][N:4]([CH2:5][CH2:6][O:7][C:8]2[CH:13]=[CH:12][CH:11]=[CH:10][CH:9]=2)[CH2:3][CH2:2]1, predict the reactants needed to synthesize it. The reactants are: [Cl:1][CH2:2][CH2:3][N:4]([CH2:14][CH2:15]Cl)[CH2:5][CH2:6][O:7][C:8]1[CH:13]=[CH:12][CH:11]=[CH:10][CH:9]=1.[CH2:17]([NH2:19])[CH3:18].[C:20](=[O:23])([O-])[O-].[K+].[K+].[I-].[Na+]. (2) Given the product [OH:37][C@H:33]1[CH2:34][CH2:35][CH2:36][C@@H:31]([NH:30][C:18]([C:4]2[C:3]([CH2:2][OH:1])=[C:7]([C:8]3[CH:13]=[CH:12][C:11]([C:14]([F:17])([F:16])[F:15])=[CH:10][CH:9]=3)[O:6][N:5]=2)=[O:19])[CH2:32]1, predict the reactants needed to synthesize it. The reactants are: [OH:1][CH2:2][C:3]1[C:4]([C:18](OCC)=[O:19])=[N:5][O:6][C:7]=1[C:8]1[CH:13]=[CH:12][C:11]([C:14]([F:17])([F:16])[F:15])=[CH:10][CH:9]=1.C(N(CC)CC)C.[NH2:30][C@@H:31]1[CH2:36][CH2:35][CH2:34][C@H:33]([OH:37])[CH2:32]1. (3) The reactants are: [CH3:1][C:2]1[O:6][C:5]([C:7]2[CH:12]=[CH:11][CH:10]=[CH:9][CH:8]=2)=[N:4][C:3]=1[CH2:13][CH2:14][C:15](O)=[O:16].C[Si](C=[N+]=[N-])(C)C.[BH4-].[Na+]. Given the product [CH3:1][C:2]1[O:6][C:5]([C:7]2[CH:12]=[CH:11][CH:10]=[CH:9][CH:8]=2)=[N:4][C:3]=1[CH2:13][CH2:14][CH2:15][OH:16], predict the reactants needed to synthesize it. (4) Given the product [F:22][C:19]([F:21])([F:20])[C:18]([C:15]1[CH:16]=[CH:17][C:12]([N:8]2[CH2:9][CH2:10][CH2:11][N:5]([C:3](=[O:4])[CH2:2][N:46]3[C:45](=[O:50])[C:44]([C:40]4[CH:39]=[CH:38][C:43]([O:27][CH:18]([CH3:19])[CH3:15])=[CH:42][CH:41]=4)([CH3:51])[NH:48][C:47]3=[O:49])[CH2:6][CH2:7]2)=[C:13]([CH2:31][CH2:32][CH3:33])[CH:14]=1)([OH:27])[C:23]([F:26])([F:25])[F:24], predict the reactants needed to synthesize it. The reactants are: Br[CH2:2][C:3]([N:5]1[CH2:11][CH2:10][CH2:9][N:8]([C:12]2[CH:17]=[CH:16][C:15]([C:18]([O:27]COC)([C:23]([F:26])([F:25])[F:24])[C:19]([F:22])([F:21])[F:20])=[CH:14][C:13]=2[CH2:31][CH2:32][CH3:33])[CH2:7][CH2:6]1)=[O:4].CC(O[C:38]1[CH:39]=[C:40]([C:44]2([CH3:51])[NH:48][C:47](=[O:49])[NH:46][C:45]2=[O:50])[CH:41]=[CH:42][CH:43]=1)C. (5) Given the product [Cl:1][C:2]1[C:11]([N+:12]([O-:14])=[O:13])=[C:10]([NH:23][CH2:24][C:25]([CH3:28])([OH:27])[CH3:26])[C:9]2[C:4](=[CH:5][CH:6]=[CH:7][CH:8]=2)[N:3]=1, predict the reactants needed to synthesize it. The reactants are: [Cl:1][C:2]1[C:11]([N+:12]([O-:14])=[O:13])=[C:10](Cl)[C:9]2[C:4](=[CH:5][CH:6]=[CH:7][CH:8]=2)[N:3]=1.C(N(CC)CC)C.[NH2:23][CH2:24][C:25]([CH3:28])([OH:27])[CH3:26]. (6) Given the product [N:7]1[C:8]2[CH2:9][CH2:10][CH:11]=[C:2]([C:12]3[CH:19]=[CH:18][C:15]([C:16]#[N:17])=[CH:14][CH:13]=3)[C:3]=2[CH:4]=[N:5][CH:6]=1, predict the reactants needed to synthesize it. The reactants are: O[C:2]1([C:12]2[CH:19]=[CH:18][C:15]([C:16]#[N:17])=[CH:14][CH:13]=2)[CH2:11][CH2:10][CH2:9][C:8]2[N:7]=[CH:6][N:5]=[CH:4][C:3]1=2.C(=O)(O)[O-].[Na+]. (7) Given the product [CH2:45]([O:44][CH:43]([O:47][CH2:48][CH3:49])[C@@H:42]([N:30]([CH2:31][C:32]1[C:41]2[C:36](=[CH:37][CH:38]=[CH:39][CH:40]=2)[CH:35]=[CH:34][CH:33]=1)[C:28](=[O:29])[C@@H:19]([NH:18][C:15](=[O:17])[CH2:14][N:2]([CH3:1])[NH:3][C:4](=[O:13])[NH:5][CH2:6][C:7]1[CH:8]=[CH:9][N:10]=[CH:11][CH:12]=1)[CH2:20][C:21]([O:23][C:24]([CH3:26])([CH3:27])[CH3:25])=[O:22])[CH3:50])[CH3:46], predict the reactants needed to synthesize it. The reactants are: [CH3:1][N:2]([CH2:14][C:15]([OH:17])=O)[NH:3][C:4](=[O:13])[NH:5][CH2:6][C:7]1[CH:12]=[CH:11][N:10]=[CH:9][CH:8]=1.[NH2:18][C@H:19]([C:28]([N:30]([C@@H:42]([CH3:50])[CH:43]([O:47][CH2:48][CH3:49])[O:44][CH2:45][CH3:46])[CH2:31][C:32]1[C:41]2[C:36](=[CH:37][CH:38]=[CH:39][CH:40]=2)[CH:35]=[CH:34][CH:33]=1)=[O:29])[CH2:20][C:21]([O:23][C:24]([CH3:27])([CH3:26])[CH3:25])=[O:22].